This data is from Full USPTO retrosynthesis dataset with 1.9M reactions from patents (1976-2016). The task is: Predict the reactants needed to synthesize the given product. (1) Given the product [CH:1]1([NH:7][C:8](=[O:22])[CH2:9][CH2:10][CH2:11][CH2:12][C:13]2[CH:18]=[CH:17][C:16]3[O:19][CH2:20][O:21][C:15]=3[CH:14]=2)[CH2:6][CH2:5][CH2:4][CH2:3][CH2:2]1, predict the reactants needed to synthesize it. The reactants are: [CH:1]1([NH:7][C:8](=[O:22])/[CH:9]=[CH:10]/[CH:11]=[CH:12]/[C:13]2[CH:18]=[CH:17][C:16]3[O:19][CH2:20][O:21][C:15]=3[CH:14]=2)[CH2:6][CH2:5][CH2:4][CH2:3][CH2:2]1. (2) Given the product [CH3:1][N:2]([C:4]([NH:6][C:7]([NH2:9])=[NH:8])=[NH:5])[CH3:3], predict the reactants needed to synthesize it. The reactants are: [CH3:1][N:2]([C:4]([N:6]=[C:7]([NH2:9])[NH2:8])=[NH:5])[CH3:3].Cl. (3) Given the product [F:4][C:3]([F:6])([F:5])[C:1]([OH:7])=[O:2].[C:21]([CH2:23][C:24]1([N:40]2[CH:44]=[C:43]([C:9]3[CH:10]=[N:11][NH:12][CH:13]=3)[C:42]([CH3:54])=[N:41]2)[CH2:25][N:26]([C:28]2[N:29]=[CH:30][C:31]([C:34]([NH:36][CH:37]([CH3:38])[CH3:39])=[O:35])=[N:32][CH:33]=2)[CH2:27]1)#[N:22], predict the reactants needed to synthesize it. The reactants are: [C:1]([OH:7])([C:3]([F:6])([F:5])[F:4])=[O:2].Br[C:9]1[CH:10]=[N:11][N:12](C(OC(C)(C)C)=O)[CH:13]=1.[C:21]([CH2:23][C:24]1([N:40]2[CH:44]=[C:43](B3OC(C)(C)C(C)(C)O3)[C:42]([CH3:54])=[N:41]2)[CH2:27][N:26]([C:28]2[N:29]=[CH:30][C:31]([C:34]([NH:36][CH:37]([CH3:39])[CH3:38])=[O:35])=[N:32][CH:33]=2)[CH2:25]1)#[N:22]. (4) Given the product [N+:16]([C:13]1[CH:14]=[CH:15][C:10]([N:1]2[CH2:5][CH2:4][CH:3]3[NH:6][CH2:7][CH2:8][CH:2]23)=[CH:11][CH:12]=1)([O-:18])=[O:17], predict the reactants needed to synthesize it. The reactants are: [NH:1]1[CH2:5][CH2:4][CH:3]2[NH:6][CH2:7][CH2:8][CH:2]12.F[C:10]1[CH:15]=[CH:14][C:13]([N+:16]([O-:18])=[O:17])=[CH:12][CH:11]=1. (5) Given the product [CH3:1][O:2][C:3]1[CH:4]=[CH:5][C:6]([C:7]([N:25]2[CH2:26][C:27]3[CH:33]=[C:32]([C:34]([O:36][CH3:37])=[O:35])[CH:31]=[CH:30][C:28]=3[NH:29][C:23](=[O:22])[CH2:24]2)=[O:9])=[CH:10][CH:11]=1, predict the reactants needed to synthesize it. The reactants are: [CH3:1][O:2][C:3]1[CH:11]=[CH:10][C:6]([C:7]([OH:9])=O)=[CH:5][CH:4]=1.CCN(C(C)C)C(C)C.Cl.[O:22]=[C:23]1[NH:29][C:28]2[CH:30]=[CH:31][C:32]([C:34]([O:36][CH3:37])=[O:35])=[CH:33][C:27]=2[CH2:26][NH:25][CH2:24]1.